This data is from Peptide-MHC class I binding affinity with 185,985 pairs from IEDB/IMGT. The task is: Regression. Given a peptide amino acid sequence and an MHC pseudo amino acid sequence, predict their binding affinity value. This is MHC class I binding data. The peptide sequence is TLYCVHQGI. The MHC is HLA-B53:01 with pseudo-sequence HLA-B53:01. The binding affinity (normalized) is 0.